From a dataset of Peptide-MHC class I binding affinity with 185,985 pairs from IEDB/IMGT. Regression. Given a peptide amino acid sequence and an MHC pseudo amino acid sequence, predict their binding affinity value. This is MHC class I binding data. (1) The peptide sequence is LFLSFLYTL. The MHC is HLA-A24:02 with pseudo-sequence HLA-A24:02. The binding affinity (normalized) is 0.186. (2) The binding affinity (normalized) is 0.885. The peptide sequence is YPLAIPVTM. The MHC is HLA-B53:01 with pseudo-sequence HLA-B53:01.